From a dataset of Forward reaction prediction with 1.9M reactions from USPTO patents (1976-2016). Predict the product of the given reaction. (1) Given the reactants [CH3:1][O:2][C:3]1[N:8]=[CH:7][C:6]([NH:9][C:10]([C:12]2[CH:13]=[C:14]([C:20]3[CH:25]=[CH:24][CH:23]=[CH:22][CH:21]=3)[C:15]([Cl:19])=[CH:16][C:17]=2Br)=[O:11])=[CH:5][CH:4]=1.C([Sn](CCCC)(CCCC)[C:31]1[CH:36]=[CH:35][CH:34]=[CH:33][N:32]=1)CCC, predict the reaction product. The product is: [CH3:1][O:2][C:3]1[N:8]=[CH:7][C:6]([NH:9][C:10]([C:12]2[CH:13]=[C:14]([C:20]3[CH:25]=[CH:24][CH:23]=[CH:22][CH:21]=3)[C:15]([Cl:19])=[CH:16][C:17]=2[C:31]2[CH:36]=[CH:35][CH:34]=[CH:33][N:32]=2)=[O:11])=[CH:5][CH:4]=1. (2) Given the reactants [CH3:1][O:2][C:3]1[CH:16]=[CH:15][C:6]([CH2:7][NH:8][C:9]2[CH:14]=[CH:13][CH:12]=[CH:11][CH:10]=2)=[CH:5][CH:4]=1.CC(C)([O-])C.[K+].[Br:23][C:24]1[N:28]2[N:29]=[C:30]([Cl:34])[CH:31]=[C:32](Br)[C:27]2=[N:26][CH:25]=1, predict the reaction product. The product is: [Br:23][C:24]1[N:28]2[N:29]=[C:30]([Cl:34])[CH:31]=[C:32]([N:8]([CH2:7][C:6]3[CH:15]=[CH:16][C:3]([O:2][CH3:1])=[CH:4][CH:5]=3)[C:9]3[CH:14]=[CH:13][CH:12]=[CH:11][CH:10]=3)[C:27]2=[N:26][CH:25]=1.